This data is from Full USPTO retrosynthesis dataset with 1.9M reactions from patents (1976-2016). The task is: Predict the reactants needed to synthesize the given product. Given the product [CH3:8][CH2:9][O:5][C:3]([CH3:2])=[O:4].[CH3:10][OH:11].[NH4+:22].[OH-:29].[CH3:28][O:29][C:30]1[CH:38]=[C:37]2[C:33]([CH2:34][C:35](=[O:40])[N:36]2[CH3:39])=[CH:32][C:31]=1[CH2:41][NH:27][C@H:26]1[CH2:25][CH2:24][CH2:23][NH:22][C@H:21]1[C:15]1[CH:16]=[CH:17][CH:18]=[CH:19][CH:20]=1, predict the reactants needed to synthesize it. The reactants are: C(O)(=O)[CH2:2][C:3]([OH:5])=[O:4].[C:8](O)(=O)[CH2:9][C:10](O)=[O:11].[C:15]1([C@H:21]2[C@@H:26]([NH2:27])[CH2:25][CH2:24][CH2:23][NH:22]2)[CH:20]=[CH:19][CH:18]=[CH:17][CH:16]=1.[CH3:28][O:29][C:30]1[CH:38]=[C:37]2[C:33]([CH2:34][C:35](=[O:40])[N:36]2[CH3:39])=[CH:32][C:31]=1[CH:41]=O.C(O[BH-](OC(=O)C)OC(=O)C)(=O)C.[Na+].[OH-].[Na+].